Task: Predict the reaction yield, written as a fraction of the theoretical maximum amount of product (1.0 means a 100% yield; for example, 0.34 means a 34% yield).. Dataset: Reaction yield outcomes from USPTO patents with 853,638 reactions (1) The reactants are [CH3:1][O:2][C:3]([C:5]1[CH:14]=[CH:13][C:12]2[C:7](=[CH:8][CH:9]=[C:10]([OH:15])[CH:11]=2)[CH:6]=1)=[O:4].[N:16]1([CH2:22][CH2:23][CH2:24]O)[CH2:21][CH2:20][CH2:19][CH2:18][CH2:17]1.N(C(N1CCCCC1)=O)=NC(N1CCCCC1)=O.C(P(CCCC)CCCC)CCC. The catalyst is C1COCC1. The product is [CH3:1][O:2][C:3]([C:5]1[CH:14]=[CH:13][C:12]2[C:7](=[CH:8][CH:9]=[C:10]([O:15][CH2:24][CH2:23][CH2:22][N:16]3[CH2:21][CH2:20][CH2:19][CH2:18][CH2:17]3)[CH:11]=2)[CH:6]=1)=[O:4]. The yield is 0.760. (2) The reactants are [Cl:1][C:2]1[CH:7]=[C:6]([CH2:8][OH:9])[CH:5]=[C:4]([O:10][CH3:11])[N:3]=1.[Si:12](Cl)([C:15]([CH3:18])([CH3:17])[CH3:16])([CH3:14])[CH3:13].N1C=CN=C1.O. The catalyst is CN(C)C=O. The product is [Cl:1][C:2]1[CH:7]=[C:6]([CH2:8][O:9][Si:12]([C:15]([CH3:18])([CH3:17])[CH3:16])([CH3:14])[CH3:13])[CH:5]=[C:4]([O:10][CH3:11])[N:3]=1. The yield is 0.930.